This data is from Catalyst prediction with 721,799 reactions and 888 catalyst types from USPTO. The task is: Predict which catalyst facilitates the given reaction. Reactant: C(=O)([O-])[O-].[Cs+].[Cs+].[Br:7][C:8]1[N:9]([CH2:18][C:19]#[C:20][CH3:21])[C:10]2[C:15](=[O:16])[NH:14][N:13]=[CH:12][C:11]=2[N:17]=1.Cl[CH2:23][C:24]1[N:33]=[C:32]([CH3:34])[C:31]2[C:26](=[CH:27][CH:28]=[CH:29][CH:30]=2)[N:25]=1. Product: [Br:7][C:8]1[N:9]([CH2:18][C:19]#[C:20][CH3:21])[C:10]2[C:15](=[O:16])[N:14]([CH2:23][C:24]3[N:33]=[C:32]([CH3:34])[C:31]4[C:26](=[CH:27][CH:28]=[CH:29][CH:30]=4)[N:25]=3)[N:13]=[CH:12][C:11]=2[N:17]=1. The catalyst class is: 35.